The task is: Predict the reaction yield, written as a fraction of the theoretical maximum amount of product (1.0 means a 100% yield; for example, 0.34 means a 34% yield).. This data is from Reaction yield outcomes from USPTO patents with 853,638 reactions. (1) The reactants are [Br-].[C:2]([C:4]1[CH:9]=[CH:8][C:7]([C:10](=[O:18])[CH2:11][N+:12]2[CH:17]=[CH:16][CH:15]=[CH:14][CH:13]=2)=[CH:6][CH:5]=1)#[N:3].C(=O)([O-])[O-].[K+].[K+].[CH3:25][C:26](=[O:29])[C:27]#[CH:28]. The catalyst is O1CCCC1. The product is [C:26]([C:27]1[CH:28]=[C:11]([C:10](=[O:18])[C:7]2[CH:6]=[CH:5][C:4]([C:2]#[N:3])=[CH:9][CH:8]=2)[N:12]2[C:17]=1[CH:16]=[CH:15][CH:14]=[CH:13]2)(=[O:29])[CH3:25]. The yield is 0.720. (2) The reactants are [CH3:1][C:2]1[S:16][C:5]2=[N:6][CH:7]=[C:8]([C:11]([O:13][CH2:14][CH3:15])=[O:12])[C:9](=[O:10])[N:4]2[CH:3]=1.C1C(=O)N([Br:24])C(=O)C1. The catalyst is C(Cl)(Cl)(Cl)Cl.C(OOC(=O)C1C=CC=CC=1)(=O)C1C=CC=CC=1. The product is [Br:24][CH2:1][C:2]1[S:16][C:5]2=[N:6][CH:7]=[C:8]([C:11]([O:13][CH2:14][CH3:15])=[O:12])[C:9](=[O:10])[N:4]2[CH:3]=1. The yield is 0.600. (3) The reactants are [NH2:1][C:2]1[C:11]2[C:6](=[C:7](Br)[CH:8]=[CH:9][CH:10]=2)[N:5]=[N:4][C:3]=1[C:13]([NH:15][CH2:16][CH2:17][CH3:18])=[O:14].[F:19][C:20]1[CH:21]=[CH:22][C:23]([O:29][CH3:30])=[C:24](B(O)O)[CH:25]=1. No catalyst specified. The product is [NH2:1][C:2]1[C:11]2[C:6](=[C:7]([C:22]3[CH:21]=[C:20]([F:19])[CH:25]=[CH:24][C:23]=3[O:29][CH3:30])[CH:8]=[CH:9][CH:10]=2)[N:5]=[N:4][C:3]=1[C:13]([NH:15][CH2:16][CH2:17][CH3:18])=[O:14]. The yield is 0.810. (4) The reactants are [ClH:1].[NH2:2][C:3]1[N:12]=[CH:11][C:10]2[CH2:9][CH:8]([NH:13][C:14]([C@@H:16]3[CH2:20][CH2:19][CH2:18][N:17]3[C:21](=[O:38])[C@H:22]([NH:30]C(=O)OC(C)(C)C)[CH2:23][C:24]3[CH:29]=[CH:28][CH:27]=[CH:26][CH:25]=3)=[O:15])[CH2:7][CH2:6][C:5]=2[N:4]=1. The catalyst is C(O)(=O)C. The product is [ClH:1].[ClH:1].[NH2:30][C@H:22]([CH2:23][C:24]1[CH:25]=[CH:26][CH:27]=[CH:28][CH:29]=1)[C:21]([N:17]1[CH2:18][CH2:19][CH2:20][C@H:16]1[C:14]([NH:13][CH:8]1[CH2:7][CH2:6][C:5]2[N:4]=[C:3]([NH2:2])[N:12]=[CH:11][C:10]=2[CH2:9]1)=[O:15])=[O:38]. The yield is 0.620.